This data is from Full USPTO retrosynthesis dataset with 1.9M reactions from patents (1976-2016). The task is: Predict the reactants needed to synthesize the given product. (1) Given the product [NH:57]1[CH:58]=[CH:59][N:60]=[C:56]1[NH:55][C:23]([C:22]1[C:16]2[N:15]=[C:14]([NH:13][C:11]([C:3]3[N:2]=[CH:1][C:10]4[C:5]([CH:4]=3)=[CH:6][CH:7]=[CH:8][CH:9]=4)=[O:12])[NH:18][C:17]=2[CH:19]=[CH:20][CH:21]=1)=[O:25], predict the reactants needed to synthesize it. The reactants are: [CH:1]1[C:10]2[C:5](=[CH:6][CH:7]=[CH:8][CH:9]=2)[CH:4]=[C:3]([C:11]([NH:13][C:14]2[NH:18][C:17]3[CH:19]=[CH:20][CH:21]=[C:22]([C:23]([OH:25])=O)[C:16]=3[N:15]=2)=[O:12])[N:2]=1.CN(C(ON1N=NC2C=CC=CC1=2)=[N+](C)C)C.F[P-](F)(F)(F)(F)F.S(O)(O)(=O)=O.[NH2:55][C:56]1[NH:57][CH:58]=[CH:59][N:60]=1. (2) Given the product [F:58][C:59]1[CH:64]=[C:63]([F:65])[CH:62]=[CH:61][C:60]=1[CH2:66][NH:67][C:22]([C:21]1[CH:20]=[N:19][N:12]2[C@H:13]([C:15]([F:18])([F:17])[F:16])[CH2:14][C@H:9]([C:6]3[CH:7]=[CH:8][C:3]([CH2:1][CH3:2])=[CH:4][CH:5]=3)[NH:10][C:11]=12)=[O:24], predict the reactants needed to synthesize it. The reactants are: [CH2:1]([C:3]1[CH:8]=[CH:7][C:6]([C@H:9]2[CH2:14][C@@H:13]([C:15]([F:18])([F:17])[F:16])[N:12]3[N:19]=[CH:20][C:21]([C:22]([OH:24])=O)=[C:11]3[NH:10]2)=[CH:5][CH:4]=1)[CH3:2].CN(C(ON1N=NC2C=CC=NC1=2)=[N+](C)C)C.F[P-](F)(F)(F)(F)F.C(N(CC)C(C)C)(C)C.[F:58][C:59]1[CH:64]=[C:63]([F:65])[CH:62]=[CH:61][C:60]=1[CH2:66][NH2:67]. (3) The reactants are: [CH3:1][C@H:2]([OH:5])[CH2:3][CH3:4].[N+:6]([C:9]1[CH:16]=[CH:15][CH:14]=[C:13]([N+]([O-])=O)[C:10]=1[C:11]#[N:12])([O-:8])=[O:7]. Given the product [C@@H:2]([O:5][C:13]1[CH:14]=[CH:15][CH:16]=[C:9]([N+:6]([O-:8])=[O:7])[C:10]=1[C:11]#[N:12])([CH2:3][CH3:4])[CH3:1], predict the reactants needed to synthesize it.